From a dataset of NCI-60 drug combinations with 297,098 pairs across 59 cell lines. Regression. Given two drug SMILES strings and cell line genomic features, predict the synergy score measuring deviation from expected non-interaction effect. (1) Synergy scores: CSS=-5.05, Synergy_ZIP=2.14, Synergy_Bliss=0.00767, Synergy_Loewe=-4.55, Synergy_HSA=-4.26. Drug 1: CS(=O)(=O)C1=CC(=C(C=C1)C(=O)NC2=CC(=C(C=C2)Cl)C3=CC=CC=N3)Cl. Drug 2: CC1=C(C=C(C=C1)C(=O)NC2=CC(=CC(=C2)C(F)(F)F)N3C=C(N=C3)C)NC4=NC=CC(=N4)C5=CN=CC=C5. Cell line: UACC-257. (2) Drug 1: C1=CC=C(C=C1)NC(=O)CCCCCCC(=O)NO. Drug 2: CNC(=O)C1=NC=CC(=C1)OC2=CC=C(C=C2)NC(=O)NC3=CC(=C(C=C3)Cl)C(F)(F)F. Cell line: SNB-19. Synergy scores: CSS=1.88, Synergy_ZIP=-2.73, Synergy_Bliss=-1.43, Synergy_Loewe=-1.43, Synergy_HSA=-0.966. (3) Drug 1: C1=NC2=C(N=C(N=C2N1C3C(C(C(O3)CO)O)F)Cl)N. Drug 2: CC1=C(N=C(N=C1N)C(CC(=O)N)NCC(C(=O)N)N)C(=O)NC(C(C2=CN=CN2)OC3C(C(C(C(O3)CO)O)O)OC4C(C(C(C(O4)CO)O)OC(=O)N)O)C(=O)NC(C)C(C(C)C(=O)NC(C(C)O)C(=O)NCCC5=NC(=CS5)C6=NC(=CS6)C(=O)NCCC[S+](C)C)O. Cell line: KM12. Synergy scores: CSS=26.5, Synergy_ZIP=-9.02, Synergy_Bliss=-4.38, Synergy_Loewe=-1.52, Synergy_HSA=-1.15. (4) Cell line: NCI-H460. Drug 1: CC1=C(C=C(C=C1)NC(=O)C2=CC=C(C=C2)CN3CCN(CC3)C)NC4=NC=CC(=N4)C5=CN=CC=C5. Drug 2: C1CN1C2=NC(=NC(=N2)N3CC3)N4CC4. Synergy scores: CSS=46.4, Synergy_ZIP=1.95, Synergy_Bliss=-1.17, Synergy_Loewe=-23.0, Synergy_HSA=-1.88.